From a dataset of Catalyst prediction with 721,799 reactions and 888 catalyst types from USPTO. Predict which catalyst facilitates the given reaction. (1) Reactant: C(O[C:6](=[O:12])[O:7][C:8]([CH3:11])([CH3:10])[CH3:9])(C)(C)C.[NH2:13][C:14]1[S:15][C:16]([S:19][C:20]2[CH:25]=[CH:24][CH:23]=[C:22]([C:26]([O:28][CH3:29])=[O:27])[CH:21]=2)=[CH:17][N:18]=1. Product: [CH3:29][O:28][C:26](=[O:27])[C:22]1[CH:23]=[CH:24][CH:25]=[C:20]([S:19][C:16]2[S:15][C:14]([NH:13][C:6]([O:7][C:8]([CH3:9])([CH3:10])[CH3:11])=[O:12])=[N:18][CH:17]=2)[CH:21]=1. The catalyst class is: 1. (2) Reactant: [C:1]([C:5]1[CH:6]=[C:7]([C:12](O)=O)[N:8]([CH2:10][CH3:11])[N:9]=1)([CH3:4])([CH3:3])[CH3:2].[Br:15][C:16]1[CH:21]=[CH:20][C:19]([NH2:22])=[C:18]([NH2:23])[CH:17]=1.CCN(C(C)C)C(C)C.C1CN([P+](Br)(N2CCCC2)N2CCCC2)CC1.F[P-](F)(F)(F)(F)F.CC1C=CC(S(O)(=O)=O)=CC=1.O.[OH-].[Na+]. Product: [Br:15][C:16]1[CH:21]=[CH:20][C:19]2[NH:22][C:12]([C:7]3[N:8]([CH2:10][CH3:11])[N:9]=[C:5]([C:1]([CH3:4])([CH3:3])[CH3:2])[CH:6]=3)=[N:23][C:18]=2[CH:17]=1. The catalyst class is: 12. (3) Product: [CH3:24][S:25]([O:12][CH:10]([C:4]1[CH:5]=[C:6]([Cl:9])[C:7]([F:8])=[C:2]([Br:1])[C:3]=1[O:13][CH3:14])[CH3:11])(=[O:27])=[O:26]. Reactant: [Br:1][C:2]1[C:3]([O:13][CH3:14])=[C:4]([CH:10]([OH:12])[CH3:11])[CH:5]=[C:6]([Cl:9])[C:7]=1[F:8].CCN(C(C)C)C(C)C.[CH3:24][S:25](Cl)(=[O:27])=[O:26].O. The catalyst class is: 2. (4) Reactant: [S-:1][C:2]#[N:3].[K+].[NH2:5][C:6]1[CH:34]=[CH:33][C:9]([O:10][C:11]2[CH:12]=[C:13]([NH:18][C:19](=[O:32])[C:20]3[CH:25]=[CH:24][CH:23]=[C:22]([C:26]([C:29]#[N:30])([CH3:28])[CH3:27])[C:21]=3[Cl:31])[CH:14]=[CH:15][C:16]=2[F:17])=[CH:8][CH:7]=1.BrBr. Product: [NH2:3][C:2]1[S:1][C:7]2[CH:8]=[C:9]([O:10][C:11]3[CH:12]=[C:13]([NH:18][C:19](=[O:32])[C:20]4[CH:25]=[CH:24][CH:23]=[C:22]([C:26]([C:29]#[N:30])([CH3:27])[CH3:28])[C:21]=4[Cl:31])[CH:14]=[CH:15][C:16]=3[F:17])[CH:33]=[CH:34][C:6]=2[N:5]=1. The catalyst class is: 15. (5) Reactant: [NH2:1][C:2]1[CH:7]=[C:6]([CH3:8])[C:5]([N+:9]([O-:11])=[O:10])=[CH:4][N:3]=1.[CH3:12][C:13]([O:16][C:17](O[C:17]([O:16][C:13]([CH3:15])([CH3:14])[CH3:12])=[O:18])=[O:18])([CH3:15])[CH3:14]. Product: [CH3:8][C:6]1[C:5]([N+:9]([O-:11])=[O:10])=[CH:4][N:3]=[C:2]([N:1]([C:17]([O:16][C:13]([CH3:15])([CH3:14])[CH3:12])=[O:18])[C:17]([O:16][C:13]([CH3:15])([CH3:14])[CH3:12])=[O:18])[CH:7]=1. The catalyst class is: 154. (6) Reactant: [C:1]([C:3]1[CH:9]=[CH:8][C:7]([C:10]2[N:11]=[C:12]3[CH:17]=[CH:16][C:15]([C:18]4[CH:23]=[CH:22][CH:21]=[CH:20][C:19]=4[F:24])=[N:14][N:13]3[CH:25]=2)=[CH:6][C:4]=1[NH2:5])#[CH:2].N1C=CC=CC=1.[CH3:32][C:33]([CH3:38])([CH3:37])[C:34](Cl)=[O:35]. Product: [C:1]([C:3]1[CH:9]=[CH:8][C:7]([C:10]2[N:11]=[C:12]3[CH:17]=[CH:16][C:15]([C:18]4[CH:23]=[CH:22][CH:21]=[CH:20][C:19]=4[F:24])=[N:14][N:13]3[CH:25]=2)=[CH:6][C:4]=1[NH:5][C:34](=[O:35])[C:33]([CH3:38])([CH3:37])[CH3:32])#[CH:2]. The catalyst class is: 10.